From a dataset of Forward reaction prediction with 1.9M reactions from USPTO patents (1976-2016). Predict the product of the given reaction. (1) Given the reactants [OH-].[Na+].[CH3:3][N:4]([CH3:26])[C@@H:5]1[CH2:10][CH2:9][CH2:8][N:7]([C:11](=[O:25])[CH2:12][CH2:13][C:14]2[N:15]([CH2:19][C:20]([O:22]CC)=[O:21])[CH:16]=[CH:17][N:18]=2)[CH2:6]1.[ClH:27], predict the reaction product. The product is: [ClH:27].[CH3:26][N:4]([CH3:3])[C@@H:5]1[CH2:10][CH2:9][CH2:8][N:7]([C:11](=[O:25])[CH2:12][CH2:13][C:14]2[N:15]([CH2:19][C:20]([OH:22])=[O:21])[CH:16]=[CH:17][N:18]=2)[CH2:6]1. (2) Given the reactants C(C1CCN([C:14]([C@@H:16]([NH:20][C:21]([NH:23][C:24]2[C:33]3[C:28](=[CH:29][CH:30]=[CH:31][CH:32]=3)[N:27]=[C:26]([CH3:34])[CH:25]=2)=[O:22])[CH:17]([CH3:19])[CH3:18])=O)CC1)C1C=CC=CC=1.[H-].[H-].[H-].[H-].[Li+].[Al+3], predict the reaction product. The product is: [CH3:34][C:26]1[CH:25]=[C:24]([NH:23][C:21]([NH:20][C:16]2[C:17]3[C:18](=[CH:18][CH:17]=[CH:19][CH:19]=3)[N:20]=[C:16]([CH3:14])[CH:14]=2)=[O:22])[C:33]2[C:28](=[CH:29][CH:30]=[CH:31][CH:32]=2)[N:27]=1. (3) The product is: [Cl:1][C:2]1[C:3]([CH2:11][CH2:12][O:13][S:22]([CH3:21])(=[O:24])=[O:23])=[C:4]([CH2:8][CH2:9][O:10][S:22]([CH3:21])(=[O:24])=[O:23])[S:5][C:6]=1[Cl:7]. Given the reactants [Cl:1][C:2]1[C:3]([CH2:11][CH2:12][OH:13])=[C:4]([CH2:8][CH2:9][OH:10])[S:5][C:6]=1[Cl:7].C(N(CC)CC)C.[CH3:21][S:22](Cl)(=[O:24])=[O:23], predict the reaction product. (4) Given the reactants [F:1][C:2]1[CH:15]=[CH:14][CH:13]=[CH:12][C:3]=1[O:4][CH2:5][CH:6]1[CH2:11][CH2:10][NH:9][CH2:8][CH2:7]1.[C:16]([C:19]1[C:24]([O:25][CH3:26])=[N:23][CH:22]=[CH:21][N:20]=1)(=O)[CH3:17].[BH4-].[Na+].O, predict the reaction product. The product is: [F:1][C:2]1[CH:15]=[CH:14][CH:13]=[CH:12][C:3]=1[O:4][CH2:5][CH:6]1[CH2:7][CH2:8][N:9]([CH:16]([C:19]2[C:24]([O:25][CH3:26])=[N:23][CH:22]=[CH:21][N:20]=2)[CH3:17])[CH2:10][CH2:11]1. (5) Given the reactants C[Si]([N-][Si](C)(C)C)(C)C.[Na+].[NH2:11][C:12]1[C:13]([Cl:21])=[CH:14][C:15]([Br:20])=[C:16]([CH:19]=1)[C:17]#[N:18].[C:22](O[C:22]([O:24][C:25]([CH3:28])([CH3:27])[CH3:26])=[O:23])([O:24][C:25]([CH3:28])([CH3:27])[CH3:26])=[O:23].Cl, predict the reaction product. The product is: [Br:20][C:15]1[C:16]([C:17]#[N:18])=[CH:19][C:12]([NH:11][C:22](=[O:23])[O:24][C:25]([CH3:28])([CH3:27])[CH3:26])=[C:13]([Cl:21])[CH:14]=1. (6) Given the reactants [CH3:1][O:2][C:3]1[N:4]=[N+:5]([O-:13])[C:6]([CH3:12])=[CH:7][C:8]=1[N+]([O-])=O.[CH3:14][O-:15].[Na+], predict the reaction product. The product is: [CH3:1][O:2][C:3]1[N:4]=[N+:5]([O-:13])[C:6]([CH3:12])=[CH:7][C:8]=1[O:15][CH3:14]. (7) Given the reactants [CH3:1][O:2][C:3]1[C:8]2[N:9]=[C:10]([NH2:12])[S:11][C:7]=2[C:6]([N:13]2[CH2:18][CH2:17][O:16][CH2:15][CH2:14]2)=[CH:5][CH:4]=1.[C:19]12([CH:26]([CH3:30])[C:27](Cl)=[O:28])[O:25][CH:22]([CH2:23][CH2:24]1)[CH2:21][CH2:20]2, predict the reaction product. The product is: [CH3:1][O:2][C:3]1[C:8]2[N:9]=[C:10]([NH:12][C:27](=[O:28])[CH:26]([C:19]34[O:25][CH:22]([CH2:23][CH2:24]3)[CH2:21][CH2:20]4)[CH3:30])[S:11][C:7]=2[C:6]([N:13]2[CH2:18][CH2:17][O:16][CH2:15][CH2:14]2)=[CH:5][CH:4]=1.